Dataset: Forward reaction prediction with 1.9M reactions from USPTO patents (1976-2016). Task: Predict the product of the given reaction. (1) The product is: [Si:15]([O:32][CH2:33][CH2:34][NH:35][C:8]1[C:5]2[CH:6]=[N:7][C:2]([Cl:1])=[CH:3][C:4]=2[N:10]([CH:11]([CH3:13])[CH3:12])[N:9]=1)([C:28]([CH3:30])([CH3:31])[CH3:29])([C:22]1[CH:23]=[CH:24][CH:25]=[CH:26][CH:27]=1)[C:16]1[CH:17]=[CH:18][CH:19]=[CH:20][CH:21]=1. Given the reactants [Cl:1][C:2]1[N:7]=[CH:6][C:5]2[C:8](I)=[N:9][N:10]([CH:11]([CH3:13])[CH3:12])[C:4]=2[CH:3]=1.[Si:15]([O:32][CH2:33][CH2:34][NH2:35])([C:28]([CH3:31])([CH3:30])[CH3:29])([C:22]1[CH:27]=[CH:26][CH:25]=[CH:24][CH:23]=1)[C:16]1[CH:21]=[CH:20][CH:19]=[CH:18][CH:17]=1.C(=O)([O-])[O-].[Cs+].[Cs+].C1(P(C2C=CC=CC=2)C2C3OC4C(=CC=CC=4P(C4C=CC=CC=4)C4C=CC=CC=4)C(C)(C)C=3C=CC=2)C=CC=CC=1, predict the reaction product. (2) The product is: [NH:1]1[C:9]2[C:4](=[CH:5][CH:6]=[CH:7][CH:8]=2)[C:3](/[CH:10]=[CH:11]/[C:12]2[CH:13]=[CH:14][C:15]([C:16]([N:18]3[CH2:19][CH2:20][CH:21]([NH:24][C:40]([N:34]4[CH2:39][CH2:38][O:37][CH2:36][CH2:35]4)=[O:41])[CH2:22][CH2:23]3)=[O:17])=[CH:25][CH:26]=2)=[N:2]1. Given the reactants [NH:1]1[C:9]2[C:4](=[CH:5][CH:6]=[CH:7][CH:8]=2)[C:3](/[CH:10]=[CH:11]/[C:12]2[CH:26]=[CH:25][C:15]([C:16]([N:18]3[CH2:23][CH2:22][CH:21]([NH2:24])[CH2:20][CH2:19]3)=[O:17])=[CH:14][CH:13]=2)=[N:2]1.C(N(CC)CC)C.[N:34]1([C:40](Cl)=[O:41])[CH2:39][CH2:38][O:37][CH2:36][CH2:35]1.Cl.C(N=C=NCCCN(C)C)C, predict the reaction product. (3) The product is: [F:30][C:24]1[CH:25]=[C:26]([F:29])[CH:27]=[CH:28][C:23]=1[C:15]([OH:22])([CH2:16][N:17]1[CH:21]=[N:20][N:19]=[N:18]1)[C:14]([F:32])([F:31])[C:11]1[CH:10]=[CH:9][C:8]([O:7][CH3:6])=[CH:13][N:12]=1. Given the reactants ClC1C=CC([CH2:6][O:7][C:8]2[CH:9]=[CH:10][C:11]([C:14]([F:32])([F:31])[C:15]([C:23]3[CH:28]=[CH:27][C:26]([F:29])=[CH:25][C:24]=3[F:30])([OH:22])[CH2:16][N:17]3[CH:21]=[N:20][N:19]=[N:18]3)=[N:12][CH:13]=2)=C(F)C=1.BrC1C=CC(OC)=CN=1, predict the reaction product. (4) Given the reactants [C:1]([C:5]1[CH:6]=[C:7]([CH:22]=[C:23]([C:26]([CH3:29])([CH3:28])[CH3:27])[C:24]=1[OH:25])[C:8]([NH:10][C:11]1[CH:21]=[CH:20][C:14]([C:15]([O:17]CC)=[O:16])=[CH:13][CH:12]=1)=[O:9])([CH3:4])([CH3:3])[CH3:2], predict the reaction product. The product is: [C:1]([C:5]1[CH:6]=[C:7]([CH:22]=[C:23]([C:26]([CH3:29])([CH3:28])[CH3:27])[C:24]=1[OH:25])[C:8]([NH:10][C:11]1[CH:12]=[CH:13][C:14]([C:15]([OH:17])=[O:16])=[CH:20][CH:21]=1)=[O:9])([CH3:4])([CH3:3])[CH3:2]. (5) Given the reactants [Cl:1][C:2]1[N:3]=[C:4]([N:11]2[CH2:16][CH2:15][O:14][CH2:13][CH2:12]2)[C:5]2[N:10]=[CH:9][S:8][C:6]=2[N:7]=1.C([N-]C(C)C)(C)C.[Li+].CN(C)[CH:27]=[O:28].C(Cl)Cl, predict the reaction product. The product is: [Cl:1][C:2]1[N:3]=[C:4]([N:11]2[CH2:12][CH2:13][O:14][CH2:15][CH2:16]2)[C:5]2[N:10]=[C:9]([CH:27]=[O:28])[S:8][C:6]=2[N:7]=1.